This data is from Catalyst prediction with 721,799 reactions and 888 catalyst types from USPTO. The task is: Predict which catalyst facilitates the given reaction. Reactant: [Br:1]N1C(=O)CCC1=O.[CH:9]1([O:13][C:14]2[N:22]=[C:21]3[C:17]([N:18]=[CH:19][N:20]3[CH:23]3[CH2:28][CH2:27][CH2:26][CH2:25][O:24]3)=[C:16]([NH2:29])[N:15]=2)[CH2:12][CH2:11][CH2:10]1.O. Product: [Br:1][C:19]1[N:20]([CH:23]2[CH2:28][CH2:27][CH2:26][CH2:25][O:24]2)[C:21]2[C:17]([N:18]=1)=[C:16]([NH2:29])[N:15]=[C:14]([O:13][CH:9]1[CH2:12][CH2:11][CH2:10]1)[N:22]=2. The catalyst class is: 22.